Dataset: CYP3A4 inhibition data for predicting drug metabolism from PubChem BioAssay. Task: Regression/Classification. Given a drug SMILES string, predict its absorption, distribution, metabolism, or excretion properties. Task type varies by dataset: regression for continuous measurements (e.g., permeability, clearance, half-life) or binary classification for categorical outcomes (e.g., BBB penetration, CYP inhibition). Dataset: cyp3a4_veith. The compound is CCn1c(SCC(=O)NC2CCCc3ccccc32)nnc1-c1cccs1. The result is 1 (inhibitor).